Task: Predict the reaction yield, written as a fraction of the theoretical maximum amount of product (1.0 means a 100% yield; for example, 0.34 means a 34% yield).. Dataset: Reaction yield outcomes from USPTO patents with 853,638 reactions (1) The reactants are Br[C:2]1[C:3]([F:21])=[N:4][CH:5]=[CH:6][C:7]=1[C:8]1[C:9]([NH:15][CH:16]2[CH2:20][CH2:19][CH2:18][CH2:17]2)=[N:10][C:11]([NH2:14])=[N:12][CH:13]=1.C(=O)([O-])[O-].[Cs+].[Cs+].C1(P(C2C=CC=CC=2)C2C3OC4C(=CC=CC=4P(C4C=CC=CC=4)C4C=CC=CC=4)C(C)(C)C=3C=CC=2)C=CC=CC=1. The catalyst is O1CCOCC1.C1C=CC(/C=C/C(/C=C/C2C=CC=CC=2)=O)=CC=1.C1C=CC(/C=C/C(/C=C/C2C=CC=CC=2)=O)=CC=1.C1C=CC(/C=C/C(/C=C/C2C=CC=CC=2)=O)=CC=1.[Pd].[Pd]. The product is [CH:16]1([N:15]2[C:9]3[N:10]=[C:11]([NH2:14])[N:12]=[CH:13][C:8]=3[C:7]3[CH:6]=[CH:5][N:4]=[C:3]([F:21])[C:2]2=3)[CH2:20][CH2:19][CH2:18][CH2:17]1. The yield is 0.850. (2) The reactants are Cl[C:2]1[N:3]=[C:4]([N:12]2[CH2:17][CH2:16][O:15][CH2:14][CH2:13]2)[C:5]2[N:10]([CH3:11])[N:9]=[CH:8][C:6]=2[N:7]=1.[CH3:18][C:19]1[CH:24]=[CH:23][C:22]([NH:25][C:26](=[O:37])[C:27]2[CH:32]=[CH:31][CH:30]=[C:29]([C:33]([F:36])([F:35])[F:34])[CH:28]=2)=[CH:21][C:20]=1B1OC(C)(C)C(C)(C)O1.C(=O)([O-])[O-].[Na+].[Na+].C(Cl)Cl. The catalyst is COCCOC. The product is [CH3:18][C:19]1[CH:20]=[CH:21][C:22]([NH:25][C:26](=[O:37])[C:27]2[CH:32]=[CH:31][CH:30]=[C:29]([C:33]([F:34])([F:35])[F:36])[CH:28]=2)=[CH:23][C:24]=1[C:2]1[N:3]=[C:4]([N:12]2[CH2:17][CH2:16][O:15][CH2:14][CH2:13]2)[C:5]2[N:10]([CH3:11])[N:9]=[CH:8][C:6]=2[N:7]=1. The yield is 0.200. (3) The reactants are [CH2:1]([N:8]1[C:16]2[C:11](=[CH:12][CH:13]=[C:14]([OH:17])[CH:15]=2)[C:10]([C:18]([NH:20][CH2:21][C:22]2[CH:27]=[CH:26][C:25]([F:28])=[C:24]([F:29])[CH:23]=2)=[O:19])=[C:9]1[CH:30]([CH3:32])[CH3:31])[C:2]1[CH:7]=[CH:6][CH:5]=[CH:4][CH:3]=1.[C:33](Cl)(=[O:36])[CH2:34][CH3:35]. The catalyst is N1C=CC=CC=1. The product is [C:33]([O:17][C:14]1[CH:15]=[C:16]2[C:11]([C:10]([C:18](=[O:19])[NH:20][CH2:21][C:22]3[CH:27]=[CH:26][C:25]([F:28])=[C:24]([F:29])[CH:23]=3)=[C:9]([CH:30]([CH3:32])[CH3:31])[N:8]2[CH2:1][C:2]2[CH:7]=[CH:6][CH:5]=[CH:4][CH:3]=2)=[CH:12][CH:13]=1)(=[O:36])[CH2:34][CH3:35]. The yield is 1.00. (4) The reactants are C[O:2][C:3]([C:5]1[CH:13]=[C:12]2[C:8]([CH:9]=[CH:10][NH:11]2)=[CH:7][CH:6]=1)=O.[H-].[Al+3].[Li+].[H-].[H-].[H-]. The catalyst is O1CCCC1. The product is [OH:2][CH2:3][C:5]1[CH:13]=[C:12]2[C:8]([CH:9]=[CH:10][NH:11]2)=[CH:7][CH:6]=1. The yield is 0.950. (5) The reactants are [Br:1][C:2]1[C:3]([O:20][CH3:21])=[C:4]([CH2:8][N:9]2C(=O)C3C(=CC=CC=3)C2=O)[CH:5]=[CH:6][CH:7]=1.O.NN. The catalyst is CCO. The product is [Br:1][C:2]1[C:3]([O:20][CH3:21])=[C:4]([CH2:8][NH2:9])[CH:5]=[CH:6][CH:7]=1. The yield is 0.463. (6) The reactants are [NH2:1][CH2:2][CH2:3][CH2:4][CH2:5][CH2:6][OH:7].[C:8](Cl)([C:21]1[CH:26]=[CH:25][CH:24]=[CH:23][CH:22]=1)([C:15]1[CH:20]=[CH:19][CH:18]=[CH:17][CH:16]=1)[C:9]1[CH:14]=[CH:13][CH:12]=[CH:11][CH:10]=1. No catalyst specified. The product is [C:8]([NH:1][CH2:2][CH2:3][CH2:4][CH2:5][CH2:6][OH:7])([C:9]1[CH:14]=[CH:13][CH:12]=[CH:11][CH:10]=1)([C:21]1[CH:22]=[CH:23][CH:24]=[CH:25][CH:26]=1)[C:15]1[CH:16]=[CH:17][CH:18]=[CH:19][CH:20]=1. The yield is 0.240. (7) The reactants are [F:1][C:2]1[CH:7]=[CH:6][C:5]([CH:8]([OH:26])[CH:9]([CH2:15][C:16]2[CH:21]=[CH:20][C:19]([C:22]([F:25])([F:24])[F:23])=[CH:18][CH:17]=2)[C:10]([O:12]CC)=[O:11])=[CH:4][CH:3]=1.[OH-].[Na+]. The product is [F:1][C:2]1[CH:3]=[CH:4][C:5]([CH:8]([OH:26])[CH:9]([CH2:15][C:16]2[CH:21]=[CH:20][C:19]([C:22]([F:24])([F:25])[F:23])=[CH:18][CH:17]=2)[C:10]([OH:12])=[O:11])=[CH:6][CH:7]=1. The yield is 0.850. The catalyst is CO. (8) The reactants are [Cl:1][C:2]1[N:7]=[C:6]([CH2:8][C:9]([C:11]2[C:12]([F:29])=[C:13]([NH:17][S:18]([C:21]3[C:26]([F:27])=[CH:25][CH:24]=[CH:23][C:22]=3[F:28])(=[O:20])=[O:19])[CH:14]=[CH:15][CH:16]=2)=O)[CH:5]=[CH:4][N:3]=1.C1C(=O)N(Br)C(=O)C1.[NH2:38][C:39]([N:41]1[CH2:46][CH2:45][N:44]([C:47]([O:49][C:50]([CH3:53])([CH3:52])[CH3:51])=[O:48])[CH2:43][CH2:42]1)=[S:40]. No catalyst specified. The product is [Cl:1][C:2]1[N:7]=[C:6]([C:8]2[S:40][C:39]([N:41]3[CH2:42][CH2:43][N:44]([C:47]([O:49][C:50]([CH3:53])([CH3:52])[CH3:51])=[O:48])[CH2:45][CH2:46]3)=[N:38][C:9]=2[C:11]2[CH:16]=[CH:15][CH:14]=[C:13]([NH:17][S:18]([C:21]3[C:26]([F:27])=[CH:25][CH:24]=[CH:23][C:22]=3[F:28])(=[O:20])=[O:19])[C:12]=2[F:29])[CH:5]=[CH:4][N:3]=1. The yield is 0.380. (9) The reactants are C([O:4][C@H:5]([CH3:26])[CH2:6][CH2:7][CH2:8][CH2:9][N:10]1[C:15](=[O:16])[C:14]2[C:17]([NH:22][CH3:23])=[CH:18][C:19]([CH3:21])=[N:20][C:13]=2[N:12]([CH3:24])[C:11]1=[O:25])(=O)C.[OH-].[K+]. The catalyst is O.CO. The product is [CH3:24][N:12]1[C:13]2[N:20]=[C:19]([CH3:21])[CH:18]=[C:17]([NH:22][CH3:23])[C:14]=2[C:15](=[O:16])[N:10]([CH2:9][CH2:8][CH2:7][CH2:6][C@H:5]([OH:4])[CH3:26])[C:11]1=[O:25]. The yield is 0.760.